From a dataset of Catalyst prediction with 721,799 reactions and 888 catalyst types from USPTO. Predict which catalyst facilitates the given reaction. (1) Reactant: [Li+].CC([N-]C(C)C)C.[CH2:9]([O:11][C:12]([CH:14]1[CH2:19][CH2:18][N:17]([C:20]([O:22][C:23]([CH3:26])([CH3:25])[CH3:24])=[O:21])[CH2:16][CH2:15]1)=[O:13])[CH3:10].Br[CH2:28][CH2:29][O:30][CH3:31]. Product: [CH2:9]([O:11][C:12]([C:14]1([CH2:28][CH2:29][O:30][CH3:31])[CH2:19][CH2:18][N:17]([C:20]([O:22][C:23]([CH3:25])([CH3:24])[CH3:26])=[O:21])[CH2:16][CH2:15]1)=[O:13])[CH3:10]. The catalyst class is: 1. (2) Reactant: Cl.[CH3:2][NH:3][CH3:4].C(N(CC)CC)C.Cl[S:13]([C:16]1[CH:17]=[C:18]2[C:23](=[CH:24][CH:25]=1)[N:22]([C:26]1[C:27]([C:40]3[CH:45]=[CH:44][C:43]([F:46])=[CH:42][CH:41]=3)=[N:28][C:29]3[C:34]([N:35]=1)=[CH:33][C:32]([C:36]([O:38][CH3:39])=[O:37])=[CH:31][CH:30]=3)[CH2:21][CH2:20][CH2:19]2)(=[O:15])=[O:14].C(OCC)(=O)C. Product: [CH3:2][N:3]([CH3:4])[S:13]([C:16]1[CH:17]=[C:18]2[C:23](=[CH:24][CH:25]=1)[N:22]([C:26]1[C:27]([C:40]3[CH:41]=[CH:42][C:43]([F:46])=[CH:44][CH:45]=3)=[N:28][C:29]3[C:34]([N:35]=1)=[CH:33][C:32]([C:36]([O:38][CH3:39])=[O:37])=[CH:31][CH:30]=3)[CH2:21][CH2:20][CH2:19]2)(=[O:14])=[O:15]. The catalyst class is: 4. (3) Reactant: CC(OC(/N=N/C(OC(C)C)=O)=O)C.[F:15][C:16]([F:40])([F:39])[C:17]1[N:21]2[N:22]=[C:23]([N:26]3[CH2:31][CH2:30][CH:29]([C:32]4[CH:37]=[CH:36][C:35]([OH:38])=[CH:34][CH:33]=4)[CH2:28][CH2:27]3)[CH:24]=[CH:25][C:20]2=[N:19][N:18]=1.[C:41]([N:44]1[CH2:49][CH2:48][N:47]([CH2:50][C@@H:51](O)[CH2:52][O:53][CH3:54])[CH2:46][CH2:45]1)(=[O:43])[CH3:42].C(P(CCCC)CCCC)CCC.C(C1CNCCN1C[C@@H](O)COC)(=O)C. Product: [C:41]([N:44]1[CH2:49][CH2:48][N:47]([CH2:50][C@@H:51]([CH2:52][O:53][CH3:54])[O:38][C:35]2[CH:36]=[CH:37][C:32]([CH:29]3[CH2:30][CH2:31][N:26]([C:23]4[CH:24]=[CH:25][C:20]5[N:21]([C:17]([C:16]([F:15])([F:39])[F:40])=[N:18][N:19]=5)[N:22]=4)[CH2:27][CH2:28]3)=[CH:33][CH:34]=2)[CH2:46][CH2:45]1)(=[O:43])[CH3:42]. The catalyst class is: 56. (4) Reactant: C[O:2][C:3](=[O:54])[C@@H:4]([NH:21][C:22]([C@@H:24]1[CH2:33][C:32]2[CH:31]=[C:30]3[O:34][CH2:35][C@H:36]([C:38]4[CH:43]=[CH:42][C:41]([O:44][CH2:45][C:46]5[CH:51]=[CH:50][C:49]([Cl:52])=[C:48]([Cl:53])[CH:47]=5)=[CH:40][CH:39]=4)[O:37][C:29]3=[CH:28][C:27]=2[CH2:26][NH:25]1)=[O:23])[CH2:5][C:6]1[CH:11]=[CH:10][C:9]([O:12][C:13]2[CH:18]=[CH:17][N:16]=[C:15]([CH3:19])[C:14]=2[CH3:20])=[CH:8][CH:7]=1.[CH:55]([C:58]1[O:59][C:60]([CH3:66])=[C:61]([C:63]([OH:65])=O)[N:62]=1)([CH3:57])[CH3:56]. Product: [Cl:53][C:48]1[CH:47]=[C:46]([CH:51]=[CH:50][C:49]=1[Cl:52])[CH2:45][O:44][C:41]1[CH:42]=[CH:43][C:38]([C@H:36]2[CH2:35][O:34][C:30]3=[CH:31][C:32]4[CH2:33][C@@H:24]([C:22]([NH:21][C@@H:4]([CH2:5][C:6]5[CH:11]=[CH:10][C:9]([O:12][C:13]6[CH:18]=[CH:17][N:16]=[C:15]([CH3:19])[C:14]=6[CH3:20])=[CH:8][CH:7]=5)[C:3]([OH:54])=[O:2])=[O:23])[N:25]([C:63]([C:61]5[N:62]=[C:58]([CH:55]([CH3:56])[CH3:57])[O:59][C:60]=5[CH3:66])=[O:65])[CH2:26][C:27]=4[CH:28]=[C:29]3[O:37]2)=[CH:39][CH:40]=1. The catalyst class is: 2. (5) Reactant: [CH3:1][N:2]([C@@H:10]([CH3:39])[C:11]([NH:13][C@H:14]([C:18]([N:20]1[CH2:25][CH2:24][NH:23][CH2:22][C@H:21]1[C:26]([NH:28][C@H:29]1[C:38]2[C:33](=[CH:34][CH:35]=[CH:36][CH:37]=2)[CH2:32][CH2:31][CH2:30]1)=[O:27])=[O:19])[CH:15]([CH3:17])[CH3:16])=[O:12])[C:3](=[O:9])[O:4][C:5]([CH3:8])([CH3:7])[CH3:6].CCN(C(C)C)C(C)C.[CH3:49][N:50]([C:54]1[CH:59]=[CH:58][CH:57]=[CH:56][CH:55]=1)[C:51](Cl)=[O:52]. Product: [C:5]([O:4][C:3](=[O:9])[N:2]([CH3:1])[C@@H:10]([CH3:39])[C:11]([NH:13][C@H:14]([C:18]([N:20]1[CH2:25][CH2:24][N:23]([C:51]([N:50]([CH3:49])[C:54]2[CH:59]=[CH:58][CH:57]=[CH:56][CH:55]=2)=[O:52])[CH2:22][C@H:21]1[C:26]([NH:28][C@H:29]1[C:38]2[C:33](=[CH:34][CH:35]=[CH:36][CH:37]=2)[CH2:32][CH2:31][CH2:30]1)=[O:27])=[O:19])[CH:15]([CH3:17])[CH3:16])=[O:12])([CH3:7])([CH3:8])[CH3:6]. The catalyst class is: 2. (6) Reactant: Cl[CH2:2][C:3]1[CH:4]=[CH:5][C:6]([O:23][CH3:24])=[C:7]([CH:22]=1)[O:8][CH2:9][C:10]1[N:11]=[C:12]([C:16]2[CH:21]=[CH:20][CH:19]=[CH:18][CH:17]=2)[O:13][C:14]=1[CH3:15].[OH:25][C:26]1[CH:27]=[C:28]([CH2:32][C:33]([O:35][CH3:36])=[O:34])[CH:29]=[CH:30][CH:31]=1.C(=O)([O-])[O-].[K+].[K+].CN(C)C=O. Product: [CH3:24][O:23][C:6]1[CH:5]=[CH:4][C:3]([CH2:2][O:25][C:26]2[CH:27]=[C:28]([CH2:32][C:33]([O:35][CH3:36])=[O:34])[CH:29]=[CH:30][CH:31]=2)=[CH:22][C:7]=1[O:8][CH2:9][C:10]1[N:11]=[C:12]([C:16]2[CH:21]=[CH:20][CH:19]=[CH:18][CH:17]=2)[O:13][C:14]=1[CH3:15]. The catalyst class is: 6. (7) Reactant: CC1C=C(C)C=C(C)C=1S([O-])(=O)=O.[NH2:14][N+:15]1[CH:20]=[CH:19][CH:18]=[C:17]([O:21][CH3:22])[CH:16]=1.C(=O)([O-])[O-].[K+].[K+].O1CCOCC1.[O:35]=[C:36]([C:49]1[N:54]=[C:53]([C:55]([O:57][CH3:58])=[O:56])[CH:52]=[CH:51][CH:50]=1)[C:37]#[C:38][C:39]1[CH:44]=[CH:43][CH:42]=[C:41]([C:45]([F:48])([F:47])[F:46])[CH:40]=1. Product: [CH3:22][O:21][C:17]1[CH:18]=[CH:19][C:20]2[N:15]([N:14]=[C:38]([C:39]3[CH:44]=[CH:43][CH:42]=[C:41]([C:45]([F:48])([F:46])[F:47])[CH:40]=3)[C:37]=2[C:36]([C:49]2[N:54]=[C:53]([C:55]([O:57][CH3:58])=[O:56])[CH:52]=[CH:51][CH:50]=2)=[O:35])[CH:16]=1. The catalyst class is: 6.